Dataset: Peptide-MHC class II binding affinity with 134,281 pairs from IEDB. Task: Regression. Given a peptide amino acid sequence and an MHC pseudo amino acid sequence, predict their binding affinity value. This is MHC class II binding data. (1) The MHC is DRB1_0401 with pseudo-sequence DRB1_0401. The peptide sequence is ASTEYTPIGDNKA. The binding affinity (normalized) is 0.387. (2) The peptide sequence is VFKVAATAANAAPAN. The MHC is DRB1_0701 with pseudo-sequence DRB1_0701. The binding affinity (normalized) is 0.517. (3) The peptide sequence is ILDLCYQLSMRIANQ. The MHC is DRB1_0404 with pseudo-sequence DRB1_0404. The binding affinity (normalized) is 0.691. (4) The peptide sequence is PFTVRYTTEGGTKGE. The MHC is DRB1_1302 with pseudo-sequence DRB1_1302. The binding affinity (normalized) is 0.225. (5) The peptide sequence is DCISIGPGSTGLNIT. The MHC is DRB1_0901 with pseudo-sequence DRB1_0901. The binding affinity (normalized) is 0.388. (6) The peptide sequence is MTSRFMTDPHAMRDM. The MHC is DRB1_0404 with pseudo-sequence DRB1_0404. The binding affinity (normalized) is 0.216. (7) The peptide sequence is AQAVYDFRSIVDYLR. The MHC is DRB1_0101 with pseudo-sequence DRB1_0101. The binding affinity (normalized) is 0.435. (8) The peptide sequence is IAFGSMAKKGDEQKL. The MHC is HLA-DQA10501-DQB10301 with pseudo-sequence HLA-DQA10501-DQB10301. The binding affinity (normalized) is 0.592. (9) The peptide sequence is ITKLGAKPDGKTDCT. The MHC is DRB1_0101 with pseudo-sequence DRB1_0101. The binding affinity (normalized) is 0.431. (10) The peptide sequence is KFIPALEAAVKQAYAATVAT. The MHC is HLA-DQA10102-DQB10602 with pseudo-sequence HLA-DQA10102-DQB10602. The binding affinity (normalized) is 0.663.